From a dataset of Peptide-MHC class II binding affinity with 134,281 pairs from IEDB. Regression. Given a peptide amino acid sequence and an MHC pseudo amino acid sequence, predict their binding affinity value. This is MHC class II binding data. (1) The peptide sequence is ENLPYLVAYQATVCARAQAP. The MHC is DRB4_0101 with pseudo-sequence DRB4_0103. The binding affinity (normalized) is 0.808. (2) The peptide sequence is DNSFVSAISQTEVKE. The MHC is HLA-DQA10201-DQB10301 with pseudo-sequence HLA-DQA10201-DQB10301. The binding affinity (normalized) is 0.763. (3) The peptide sequence is QWAQDLTLPWQSGSG. The MHC is HLA-DQA10501-DQB10402 with pseudo-sequence HLA-DQA10501-DQB10402. The binding affinity (normalized) is 0. (4) The peptide sequence is AHCIGITDRDFIEGV. The MHC is DRB1_0802 with pseudo-sequence DRB1_0802. The binding affinity (normalized) is 0.111. (5) The peptide sequence is SQDLELSWNLNELQAY. The MHC is DRB1_0401 with pseudo-sequence DRB1_0401. The binding affinity (normalized) is 0.405. (6) The peptide sequence is QSCRRPNAQRFGISNYCQI. The MHC is HLA-DQA10101-DQB10501 with pseudo-sequence HLA-DQA10101-DQB10501. The binding affinity (normalized) is 0.281. (7) The peptide sequence is DEELLKAVRIIKILYQSNP. The MHC is DRB1_1501 with pseudo-sequence DRB1_1501. The binding affinity (normalized) is 0.612. (8) The peptide sequence is MSLFEVDQTKIQYVI. The MHC is DRB1_0301 with pseudo-sequence DRB1_0301. The binding affinity (normalized) is 0.703. (9) The peptide sequence is EIVQFLEETFAAYDQ. The MHC is DRB3_0202 with pseudo-sequence DRB3_0202. The binding affinity (normalized) is 0.122.